This data is from Reaction yield outcomes from USPTO patents with 853,638 reactions. The task is: Predict the reaction yield, written as a fraction of the theoretical maximum amount of product (1.0 means a 100% yield; for example, 0.34 means a 34% yield). (1) The yield is 0.570. The reactants are C([O:4][C:5]1[CH:10]=[CH:9][C:8]([CH:11]=[CH:12][C:13]([NH:15][C@H:16]([C:26]([O:28]C)=[O:27])[CH2:17][C:18]2[CH:23]=[CH:22][C:21]([O:24][CH3:25])=[CH:20][CH:19]=2)=[O:14])=[CH:7][CH:6]=1)(=O)C.[OH-].[Na+]. The catalyst is CO. The product is [OH:4][C:5]1[CH:10]=[CH:9][C:8]([CH:11]=[CH:12][C:13]([NH:15][C@H:16]([C:26]([OH:28])=[O:27])[CH2:17][C:18]2[CH:19]=[CH:20][C:21]([O:24][CH3:25])=[CH:22][CH:23]=2)=[O:14])=[CH:7][CH:6]=1. (2) The reactants are [Cl:1][C:2]1[C:3]([O:30][CH3:31])=[CH:4][C:5]2[O:10][CH:9]([C:11]([N:13]3[CH2:18][CH2:17][C:16]([CH2:21][C:22]4[CH:27]=[CH:26][C:25]([F:28])=[CH:24][CH:23]=4)([C:19]#[N:20])[CH2:15][CH2:14]3)=[O:12])[CH2:8][NH:7][C:6]=2[CH:29]=1.C([O-])([O-])=O.[K+].[K+].[N:38]#[C:39]Br. The catalyst is CN(C=O)C.O. The product is [Cl:1][C:2]1[C:3]([O:30][CH3:31])=[CH:4][C:5]2[O:10][CH:9]([C:11]([N:13]3[CH2:14][CH2:15][C:16]([C:19]#[N:20])([CH2:21][C:22]4[CH:23]=[CH:24][C:25]([F:28])=[CH:26][CH:27]=4)[CH2:17][CH2:18]3)=[O:12])[CH2:8][N:7]([C:39]#[N:38])[C:6]=2[CH:29]=1. The yield is 0.477. (3) The reactants are [Cl:1][C:2]1[CH:7]=[C:6]([C:8]2(O)[CH2:11][O:10][CH2:9]2)[CH:5]=[CH:4][N:3]=1.CCN(S(F)(F)[F:19])CC. The catalyst is ClCCl. The product is [Cl:1][C:2]1[CH:7]=[C:6]([C:8]2([F:19])[CH2:11][O:10][CH2:9]2)[CH:5]=[CH:4][N:3]=1. The yield is 0.180. (4) The reactants are [Li+].[CH3:2]C([N-]C(C)C)C.[C:9]1(=[O:18])[C:17]2[C:12](=[CH:13][CH:14]=[CH:15][CH:16]=2)[CH2:11][CH2:10]1.[CH3:19][O:20][C:21](=[O:29])[C:22]1[CH:27]=[CH:26][C:25](Br)=[CH:24][CH:23]=1. The catalyst is C1COCC1. The product is [O:18]=[C:9]1[C:17]2[C:12](=[CH:13][CH:14]=[CH:15][CH:16]=2)[CH2:11][CH:10]1[CH2:2][C:25]1[CH:26]=[CH:27][C:22]([C:21]([O:20][CH3:19])=[O:29])=[CH:23][CH:24]=1. The yield is 0.170. (5) The reactants are Br[C:2]1[C:10]2[O:9][CH2:8]C[C:6]=2[CH:5]=[CH:4][CH:3]=1.Br[C:12]1[CH:13]=[CH:14][CH:15]=[C:16]2[C:21]=1[O:20][CH2:19]CC2.[Cl:22][P:23](C1C=CC=CC=1)C1C=CC=CC=1. No catalyst specified. The product is [Cl:22][P:23]([C:2]1[CH:3]=[CH:4][CH:5]=[CH:6][C:10]=1[O:9][CH3:8])[C:12]1[CH:13]=[CH:14][CH:15]=[CH:16][C:21]=1[O:20][CH3:19]. The yield is 0.450. (6) The reactants are Br[C:2]1[CH:7]=[CH:6][C:5]([S:8]([NH:11][CH:12]2[CH2:15][CH2:14][CH2:13]2)(=[O:10])=[O:9])=[C:4]([C:16]([F:19])([F:18])[F:17])[CH:3]=1.[C:20]([C:22]1[N:26]([CH3:27])[C:25](B(O)O)=[CH:24][CH:23]=1)#[N:21].[F-].[K+]. The catalyst is C1C=CC(/C=C/C(/C=C/C2C=CC=CC=2)=O)=CC=1.C1C=CC(/C=C/C(/C=C/C2C=CC=CC=2)=O)=CC=1.C1C=CC(/C=C/C(/C=C/C2C=CC=CC=2)=O)=CC=1.[Pd].[Pd].C(P(C(C)(C)C)C(C)(C)C)(C)(C)C. The product is [C:20]([C:22]1[N:26]([CH3:27])[C:25]([C:2]2[CH:7]=[CH:6][C:5]([S:8]([NH:11][CH:12]3[CH2:15][CH2:14][CH2:13]3)(=[O:10])=[O:9])=[C:4]([C:16]([F:19])([F:18])[F:17])[CH:3]=2)=[CH:24][CH:23]=1)#[N:21]. The yield is 0.570. (7) The yield is 0.140. The catalyst is ClCCl.COCCOC.O. The product is [O:26]1[C:25]2[CH:29]=[CH:30][C:22]([C:19]3([C:17]([NH:16][C:11]4[CH:10]=[C:9]([C:6]5[CH:5]=[CH:4][C:3]([CH2:2][NH:1][CH2:31][CH2:32][CH3:33])=[CH:8][CH:7]=5)[C:14]([CH3:15])=[CH:13][CH:12]=4)=[O:18])[CH2:20][CH2:21]3)=[CH:23][C:24]=2[O:28][CH2:27]1. The reactants are [NH2:1][CH2:2][C:3]1[CH:8]=[CH:7][C:6]([C:9]2[C:14]([CH3:15])=[CH:13][CH:12]=[C:11]([NH:16][C:17]([C:19]3([C:22]4[CH:30]=[CH:29][C:25]5[O:26][CH2:27][O:28][C:24]=5[CH:23]=4)[CH2:21][CH2:20]3)=[O:18])[CH:10]=2)=[CH:5][CH:4]=1.[CH:31](=O)[CH2:32][CH3:33].[BH4-].[Na+].